This data is from Reaction yield outcomes from USPTO patents with 853,638 reactions. The task is: Predict the reaction yield, written as a fraction of the theoretical maximum amount of product (1.0 means a 100% yield; for example, 0.34 means a 34% yield). The reactants are [BH4-].[Na+].[Br:3][C:4]1[CH:5]=[CH:6][C:7]([C:10](OCC)=[O:11])=[N:8][CH:9]=1. The catalyst is CO. The product is [Br:3][C:4]1[CH:5]=[CH:6][C:7]([CH2:10][OH:11])=[N:8][CH:9]=1. The yield is 0.800.